The task is: Regression/Classification. Given a drug SMILES string, predict its absorption, distribution, metabolism, or excretion properties. Task type varies by dataset: regression for continuous measurements (e.g., permeability, clearance, half-life) or binary classification for categorical outcomes (e.g., BBB penetration, CYP inhibition). Dataset: cyp3a4_veith.. This data is from CYP3A4 inhibition data for predicting drug metabolism from PubChem BioAssay. (1) The compound is C[C@]12CC[C@H]3c4ccc(OCC(=O)O)cc4CC[C@@H]3[C@H]1CCC2=O. The result is 0 (non-inhibitor). (2) The compound is CC(=O)N1CCN(S(=O)(=O)c2ccccc2)C1c1ccccc1. The result is 1 (inhibitor). (3) The result is 0 (non-inhibitor). The compound is Clc1ccc(COc2ccccn2)cc1Cl. (4) The drug is O=C(CN1C(=O)C2C3C=CC(C3)C2C1=O)Nc1ccc2c(c1)OCCO2. The result is 1 (inhibitor).